This data is from Reaction yield outcomes from USPTO patents with 853,638 reactions. The task is: Predict the reaction yield, written as a fraction of the theoretical maximum amount of product (1.0 means a 100% yield; for example, 0.34 means a 34% yield). (1) The product is [Cl:10][C:11]1[CH:19]=[C:18]([F:20])[CH:17]=[CH:16][C:12]=1[C:13]([N:54]([C@@H:47]([CH:43]1[CH2:46][CH2:45][CH2:44]1)[CH2:48][N:49]1[CH2:50][CH:51]([OH:53])[CH2:52]1)[CH3:55])=[O:15]. The catalyst is C(Cl)Cl. The yield is 0.450. The reactants are CCN(C(C)C)C(C)C.[Cl:10][C:11]1[CH:19]=[C:18]([F:20])[CH:17]=[CH:16][C:12]=1[C:13]([OH:15])=O.CN(C(ON1N=NC2C=CC=CC1=2)=[N+](C)C)C.[B-](F)(F)(F)F.[CH:43]1([C@H:47]([NH:54][CH3:55])[CH2:48][N:49]2[CH2:52][CH:51]([OH:53])[CH2:50]2)[CH2:46][CH2:45][CH2:44]1. (2) The reactants are [CH2:1]([O:8][C:9]1[CH:10]=[CH:11][CH:12]=[C:13]2[C:17]=1[NH:16][CH:15]=[C:14]2[CH2:18][C@H:19]([NH:21][C:22](=O)[C@H:23]([OH:30])[C:24]1[CH:25]=[N:26][CH:27]=[CH:28][CH:29]=1)[CH3:20])[C:2]1[CH:7]=[CH:6][CH:5]=[CH:4][CH:3]=1.Cl. The catalyst is O1CCCC1.CO. The product is [CH2:1]([O:8][C:9]1[CH:10]=[CH:11][CH:12]=[C:13]2[C:17]=1[NH:16][CH:15]=[C:14]2[CH2:18][C@H:19]([NH:21][CH2:22][C@@H:23]([C:24]1[CH:25]=[N:26][CH:27]=[CH:28][CH:29]=1)[OH:30])[CH3:20])[C:2]1[CH:7]=[CH:6][CH:5]=[CH:4][CH:3]=1. The yield is 0.680. (3) The reactants are [CH3:1][O:2][C:3](=[O:25])[C:4]1[CH:9]=[CH:8][C:7]([OH:10])=[CH:6][C:5]=1[NH:11][C:12](=[O:24])[C:13]1[CH:18]=[CH:17][C:16]([O:19][C:20]([F:23])([F:22])[F:21])=[CH:15][CH:14]=1.[Br:26][CH2:27][CH2:28][CH2:29]Br.C(=O)([O-])[O-].[K+].[K+]. The catalyst is CC(C)=O. The product is [CH3:1][O:2][C:3](=[O:25])[C:4]1[CH:9]=[CH:8][C:7]([O:10][CH2:29][CH2:28][CH2:27][Br:26])=[CH:6][C:5]=1[NH:11][C:12](=[O:24])[C:13]1[CH:18]=[CH:17][C:16]([O:19][C:20]([F:22])([F:21])[F:23])=[CH:15][CH:14]=1. The yield is 0.750. (4) The reactants are [Br:1][C:2]1[C:3](=[O:19])[NH:4][N:5]=[CH:6][C:7]=1[NH:8][C@@H:9]1[CH2:14][C@@H:13]2[CH2:15][C@@H:11]([C:12]2([CH3:17])[CH3:16])[C@H:10]1[CH3:18].Cl.Cl[CH2:22][CH2:23][CH2:24][CH2:25][C:26]1[CH:31]=[CH:30][N:29]=[CH:28][CH:27]=1.C(=O)([O-])[O-].[K+].[K+].C(OCC)(=O)C. The catalyst is CN(C)C=O. The product is [Br:1][C:2]1[C:3](=[O:19])[N:4]([CH2:22][CH2:23][CH2:24][CH2:25][C:26]2[CH:31]=[CH:30][N:29]=[CH:28][CH:27]=2)[N:5]=[CH:6][C:7]=1[NH:8][C@@H:9]1[CH2:14][C@@H:13]2[CH2:15][C@@H:11]([C:12]2([CH3:16])[CH3:17])[C@H:10]1[CH3:18]. The yield is 0.120. (5) The reactants are COC1C=C(OC)C=CC=1C[N:6]([C:35]1[CH:40]=[CH:39][N:38]=[CH:37][N:36]=1)[S:7]([C:10]1[CH:15]=[C:14]([CH3:16])[C:13]([O:17][C@H:18]2[CH2:22][CH2:21][CH2:20][C@@H:19]2[C:23]2[N:27](C3CCCCO3)[N:26]=[CH:25][CH:24]=2)=[CH:12][C:11]=1[F:34])(=[O:9])=[O:8].C([SiH](CC)CC)C.FC(F)(F)C(O)=O. The catalyst is ClCCl. The product is [F:34][C:11]1[CH:12]=[C:13]([O:17][C@H:18]2[CH2:22][CH2:21][CH2:20][C@@H:19]2[C:23]2[NH:27][N:26]=[CH:25][CH:24]=2)[C:14]([CH3:16])=[CH:15][C:10]=1[S:7]([NH:6][C:35]1[CH:40]=[CH:39][N:38]=[CH:37][N:36]=1)(=[O:8])=[O:9]. The yield is 0.990. (6) The reactants are [CH2:1]([O:8][C:9]1[CH:10]=[C:11]2[C:16](=[CH:17][C:18]=1[O:19][CH3:20])[N:15]=[CH:14][N:13]=[C:12]2Cl)[C:2]1[CH:7]=[CH:6][CH:5]=[CH:4][CH:3]=1.[F:22][C:23]1[C:31]([OH:32])=[CH:30][CH:29]=[C:28]2[C:24]=1[CH:25]=[C:26]([CH3:33])[NH:27]2.C(=O)([O-])[O-].[Cs+].[Cs+]. The catalyst is CN(C=O)C. The product is [CH2:1]([O:8][C:9]1[CH:10]=[C:11]2[C:16](=[CH:17][C:18]=1[O:19][CH3:20])[N:15]=[CH:14][N:13]=[C:12]2[O:32][C:31]1[C:23]([F:22])=[C:24]2[C:28](=[CH:29][CH:30]=1)[NH:27][C:26]([CH3:33])=[CH:25]2)[C:2]1[CH:7]=[CH:6][CH:5]=[CH:4][CH:3]=1. The yield is 0.370. (7) The reactants are Cl[C:2]([O:4][C:5]1[CH:10]=[CH:9][C:8]([O:11][C:12]2[CH:17]=[CH:16][C:15]([C:18]([F:21])([F:20])[F:19])=[CH:14][N:13]=2)=[CH:7][CH:6]=1)=[O:3].[CH3:22][N:23]([CH3:43])[C:24]1[CH:33]=[CH:32][CH:31]=[C:30]2[C:25]=1[CH:26]=[CH:27][CH:28]=[C:29]2[S:34]([N:37]1[CH2:42][CH2:41][NH:40][CH2:39][CH2:38]1)(=[O:36])=[O:35]. No catalyst specified. The product is [F:19][C:18]([F:21])([F:20])[C:15]1[CH:16]=[CH:17][C:12]([O:11][C:8]2[CH:9]=[CH:10][C:5]([O:4][C:2]([N:40]3[CH2:41][CH2:42][N:37]([S:34]([C:29]4[C:30]5[C:25](=[C:24]([N:23]([CH3:43])[CH3:22])[CH:33]=[CH:32][CH:31]=5)[CH:26]=[CH:27][CH:28]=4)(=[O:36])=[O:35])[CH2:38][CH2:39]3)=[O:3])=[CH:6][CH:7]=2)=[N:13][CH:14]=1. The yield is 0.320. (8) The yield is 0.490. The product is [C:38]([O:40][CH:9]([O:16][C:17]([NH:19][CH2:20][C:21]1([CH2:27][C:28]([OH:30])=[O:29])[CH2:22][CH2:23][CH2:24][CH2:25][CH2:26]1)=[O:18])[C:10]1[CH:11]=[CH:12][CH:13]=[CH:14][CH:15]=1)(=[O:39])[C:33]1[CH:34]=[CH:35][CH:36]=[CH:31][CH:32]=1. The reactants are C([CH:9]([O:16][C:17]([NH:19][CH2:20][C:21]1([CH2:27][C:28]([OH:30])=[O:29])[CH2:26][CH2:25][CH2:24][CH2:23][CH2:22]1)=[O:18])[C:10]1[CH:15]=[CH:14][CH:13]=[CH:12][CH:11]=1)(=O)C1C=CC=CC=1.[CH:31]1[CH:36]=[C:35](Cl)[CH:34]=[C:33]([C:38]([O:40]O)=[O:39])[CH:32]=1.C([O-])(O)=O.[Na+].C(O)(=O)CC(CC(O)=O)(C(O)=O)O. The catalyst is C(Cl)Cl. (9) The yield is 0.700. The catalyst is ClCCl.CN(C)C1C=CN=CC=1. The product is [C:22]([O:3][PH:2]([CH2:4][CH:5]([CH2:13][CH2:14][C:15]([O:17][C:18]([CH3:21])([CH3:20])[CH3:19])=[O:16])[C:6]([O:8][C:9]([CH3:10])([CH3:11])[CH3:12])=[O:7])=[O:1])([CH3:25])([CH3:24])[CH3:23]. The reactants are [OH:1][PH:2]([CH2:4][CH:5]([CH2:13][CH2:14][C:15]([O:17][C:18]([CH3:21])([CH3:20])[CH3:19])=[O:16])[C:6]([O:8][C:9]([CH3:12])([CH3:11])[CH3:10])=[O:7])=[O:3].[C:22](O)([CH3:25])([CH3:24])[CH3:23].C(N=C=NCCCN(C)C)C.O. (10) The reactants are [N+:1]([C:4]1[CH:8]=[C:7]([C:9](O)=[O:10])[NH:6][N:5]=1)([O-:3])=[O:2]. The catalyst is C1COCC1. The product is [N+:1]([C:4]1[CH:8]=[C:7]([CH2:9][OH:10])[NH:6][N:5]=1)([O-:3])=[O:2]. The yield is 0.680.